From a dataset of Catalyst prediction with 721,799 reactions and 888 catalyst types from USPTO. Predict which catalyst facilitates the given reaction. (1) Reactant: [Cl-].[Al+3].[Cl-].[Cl-].[C:5]1(=[O:15])[O:10][C:8](=[O:9])[C:7]2=[CH:11][CH:12]=[CH:13][CH:14]=[C:6]12.[S:16]1[CH:20]=[CH:19][CH:18]=[CH:17]1. Product: [S:16]1[CH:20]=[CH:19][CH:18]=[C:17]1[C:8]([C:7]1[CH:11]=[CH:12][CH:13]=[CH:14][C:6]=1[C:5]([OH:10])=[O:15])=[O:9]. The catalyst class is: 4. (2) Reactant: [CH3:1][C:2]1[C:3]([S:8][C:9]2[CH:10]=[C:11]([O:31][C:32]3[C:33]([CH3:38])=[N:34][CH:35]=[CH:36][CH:37]=3)[C:12]([NH:15][C:16]3[S:20][N:19]=[C:18]([C@H:21]4[CH2:25][O:24]C5(CCCCC5)[O:22]4)[N:17]=3)=[N:13][CH:14]=2)=[N:4][CH:5]=[CH:6][CH:7]=1.[ClH:39]. Product: [ClH:39].[CH3:1][C:2]1[C:3]([S:8][C:9]2[CH:10]=[C:11]([O:31][C:32]3[C:33]([CH3:38])=[N:34][CH:35]=[CH:36][CH:37]=3)[C:12]([NH:15][C:16]3[S:20][N:19]=[C:18]([C@H:21]([OH:22])[CH2:25][OH:24])[N:17]=3)=[N:13][CH:14]=2)=[N:4][CH:5]=[CH:6][CH:7]=1. The catalyst class is: 8. (3) The catalyst class is: 110. Reactant: Cl[C:2]1[CH:7]=[C:6]([C:8]2[CH:13]=[CH:12][CH:11]=[CH:10][CH:9]=2)[N:5]=[C:4]([NH:14][C:15](=[O:32])[CH2:16][CH2:17][C:18]([C:20]2[CH:25]=[CH:24][C:23]([O:26][CH2:27][CH3:28])=[C:22]([O:29][CH2:30][CH3:31])[CH:21]=2)=[O:19])[CH:3]=1.C1(C2C=CC=CC=2)C=CC=CC=1P(C1CCCCC1)C1CCCCC1.C(=O)([O-])[O-].[K+].[K+].[OH:64][C:65]1[CH:70]=[CH:69][CH:68]=[CH:67][C:66]=1B(O)O. Product: [CH2:30]([O:29][C:22]1[CH:21]=[C:20]([C:18](=[O:19])[CH2:17][CH2:16][C:15]([NH:14][C:4]2[CH:3]=[C:2]([C:66]3[CH:67]=[CH:68][CH:69]=[CH:70][C:65]=3[OH:64])[CH:7]=[C:6]([C:8]3[CH:13]=[CH:12][CH:11]=[CH:10][CH:9]=3)[N:5]=2)=[O:32])[CH:25]=[CH:24][C:23]=1[O:26][CH2:27][CH3:28])[CH3:31]. (4) Reactant: [CH2:1]([O:3][C:4]([CH2:6][N:7]([CH2:19][C:20]#[C:21][CH3:22])[C:8](=[N:16][C:17]#[N:18])OC1C=CC=CC=1)=[O:5])[CH3:2].[C:23]([O:27][C:28]([NH:30][CH:31]1[CH2:36][CH2:35][CH2:34][NH:33][CH2:32]1)=[O:29])([CH3:26])([CH3:25])[CH3:24].C(=O)([O-])[O-].[K+].[K+].O. The catalyst class is: 9. Product: [C:23]([O:27][C:28]([NH:30][CH:31]1[CH2:36][CH2:35][CH2:34][N:33]([C:8]([N:7]([CH2:6][C:4]([O:3][CH2:1][CH3:2])=[O:5])[CH2:19][C:20]#[C:21][CH3:22])=[N:16][C:17]#[N:18])[CH2:32]1)=[O:29])([CH3:26])([CH3:24])[CH3:25]. (5) Reactant: [Cl:1][C:2]1[N:3]=[C:4]([N:23]2[CH2:28][CH2:27][O:26][CH2:25][CH2:24]2)[C:5]2[S:10][C:9]([CH2:11][N:12]3C(=O)C4C(=CC=CC=4)C3=O)=[N:8][C:6]=2[N:7]=1.NN.O. Product: [Cl:1][C:2]1[N:3]=[C:4]([N:23]2[CH2:28][CH2:27][O:26][CH2:25][CH2:24]2)[C:5]2[S:10][C:9]([CH2:11][NH2:12])=[N:8][C:6]=2[N:7]=1. The catalyst class is: 5. (6) Reactant: [NH2:1][C:2]1[C:9]([NH:10][CH2:11][C@@H:12]2[CH2:16][CH2:15][N:14]([C:17]([CH:19]3[CH2:21][CH2:20]3)=[O:18])[CH2:13]2)=[CH:8][CH:7]=[CH:6][C:3]=1[C:4]#[N:5].[Br:22][C:23]1[CH:30]=[CH:29][C:26]([CH:27]=O)=[CH:25][CH:24]=1. Product: [Br:22][C:23]1[CH:30]=[CH:29][C:26]([C:27]2[N:10]([CH2:11][C@@H:12]3[CH2:16][CH2:15][N:14]([C:17]([CH:19]4[CH2:21][CH2:20]4)=[O:18])[CH2:13]3)[C:9]3[CH:8]=[CH:7][CH:6]=[C:3]([C:4]#[N:5])[C:2]=3[N:1]=2)=[CH:25][CH:24]=1. The catalyst class is: 51.